Dataset: Peptide-MHC class I binding affinity with 185,985 pairs from IEDB/IMGT. Task: Regression. Given a peptide amino acid sequence and an MHC pseudo amino acid sequence, predict their binding affinity value. This is MHC class I binding data. (1) The peptide sequence is ETPLKEQENS. The MHC is Mamu-A02 with pseudo-sequence Mamu-A02. The binding affinity (normalized) is 0. (2) The peptide sequence is ISIPRSVGF. The MHC is HLA-B58:01 with pseudo-sequence HLA-B58:01. The binding affinity (normalized) is 0.683.